This data is from Forward reaction prediction with 1.9M reactions from USPTO patents (1976-2016). The task is: Predict the product of the given reaction. (1) Given the reactants [CH3:1][O:2][N:3]=[CH:4][C:5]1[CH:6]=[C:7]([CH3:33])[C:8]2[N:13]=[C:12]([C:14]3[N:18]([C:19]4[C:24]([Cl:25])=[CH:23][CH:22]=[CH:21][N:20]=4)[N:17]=[C:16]([O:26][CH2:27][CH:28]([F:30])[F:29])[CH:15]=3)[O:11][C:10](=[O:31])[C:9]=2[CH:32]=1.[CH3:34][N:35]([C:37]([O:39][CH3:40])=[O:38])[NH2:36], predict the reaction product. The product is: [Cl:25][C:24]1[C:19]([N:18]2[C:14]([C:12]([NH:13][C:8]3[C:7]([CH3:33])=[CH:6][C:5](/[CH:4]=[N:3]/[O:2][CH3:1])=[CH:32][C:9]=3[C:10]([NH:36][N:35]([CH3:34])[C:37]([O:39][CH3:40])=[O:38])=[O:31])=[O:11])=[CH:15][C:16]([O:26][CH2:27][CH:28]([F:29])[F:30])=[N:17]2)=[N:20][CH:21]=[CH:22][CH:23]=1. (2) Given the reactants [CH2:1]1[CH:5]2[CH2:6][NH:7][CH2:8][CH:4]2[CH2:3][N:2]1[C:9]([C:11]1[CH:16]=[CH:15][CH:14]=[CH:13][C:12]=1[C:17]1[S:18][CH:19]=[CH:20][CH:21]=1)=[O:10].Cl[C:23]1[CH:32]=[CH:31][C:30]2[C:25](=[CH:26][CH:27]=[CH:28][CH:29]=2)[N:24]=1, predict the reaction product. The product is: [S:18]1[CH:19]=[CH:20][CH:21]=[C:17]1[C:12]1[CH:13]=[CH:14][CH:15]=[CH:16][C:11]=1[C:9]([N:2]1[CH2:3][CH:4]2[CH2:8][N:7]([C:23]3[CH:32]=[CH:31][C:30]4[C:25](=[CH:26][CH:27]=[CH:28][CH:29]=4)[N:24]=3)[CH2:6][CH:5]2[CH2:1]1)=[O:10]. (3) Given the reactants [Cl:1][C:2]1[CH:7]=[CH:6][C:5]([S:8]([N:11]([CH2:21][C:22]2[CH:30]=[CH:29][C:25]([C:26](O)=[O:27])=[CH:24][CH:23]=2)[C@H:12]([C:15]2[CH:20]=[CH:19][CH:18]=[CH:17][CH:16]=2)[CH2:13][CH3:14])(=[O:10])=[O:9])=[CH:4][CH:3]=1.CN1CCOCC1.C(Cl)(=O)OCC(C)C.[N:46]1([NH2:52])[CH2:51][CH2:50][O:49][CH2:48][CH2:47]1, predict the reaction product. The product is: [Cl:1][C:2]1[CH:7]=[CH:6][C:5]([S:8]([N:11]([CH2:21][C:22]2[CH:23]=[CH:24][C:25]([C:26]([NH:52][N:46]3[CH2:51][CH2:50][O:49][CH2:48][CH2:47]3)=[O:27])=[CH:29][CH:30]=2)[C@H:12]([C:15]2[CH:20]=[CH:19][CH:18]=[CH:17][CH:16]=2)[CH2:13][CH3:14])(=[O:9])=[O:10])=[CH:4][CH:3]=1. (4) Given the reactants [Br:1][C:2]1[CH:3]=[CH:4][C:5]([CH3:8])=[N:6][CH:7]=1.ClC1C=C(C(OO)=[O:17])C=CC=1, predict the reaction product. The product is: [Br:1][C:2]1[CH:3]=[CH:4][C:5]([CH3:8])=[N+:6]([O-:17])[CH:7]=1.